The task is: Predict the product of the given reaction.. This data is from Forward reaction prediction with 1.9M reactions from USPTO patents (1976-2016). (1) Given the reactants Cl[C:2]1[C:3]([N:8]2[CH2:13][CH2:12][O:11][CH2:10][CH2:9]2)=[N:4][CH:5]=[CH:6][N:7]=1.[OH-:14].[Na+].O, predict the reaction product. The product is: [O:11]1[CH2:12][CH2:13][N:8]([C:3]2[C:2](=[O:14])[NH:7][CH:6]=[CH:5][N:4]=2)[CH2:9][CH2:10]1. (2) Given the reactants [F:1][C:2]1[C:7]([C:8]2(O)[C:21]3[CH:20]=[CH:19][CH:18]=[CH:17][C:16]=3[C:15]([C:23]3[C:28]([F:29])=[C:27]([F:30])[C:26]([F:31])=[C:25]([F:32])[C:24]=3[F:33])(O)[C:14]3[C:9]2=[CH:10][CH:11]=[CH:12][CH:13]=3)=[C:6]([F:35])[C:5]([F:36])=[C:4]([F:37])[C:3]=1[F:38].[I-].[K+].[PH2]([O-])=O.[Na+], predict the reaction product. The product is: [F:1][C:2]1[C:7]([C:8]2[C:9]3[C:14]([C:15]([C:23]4[C:24]([F:33])=[C:25]([F:32])[C:26]([F:31])=[C:27]([F:30])[C:28]=4[F:29])=[C:16]4[C:21]=2[CH:20]=[CH:19][CH:18]=[CH:17]4)=[CH:13][CH:12]=[CH:11][CH:10]=3)=[C:6]([F:35])[C:5]([F:36])=[C:4]([F:37])[C:3]=1[F:38]. (3) The product is: [OH:50][CH2:49][CH2:48][NH:47][C:20]([C:7]1[C:8]2[CH2:9][CH2:10][CH:11]([C:14]3[CH:19]=[CH:18][CH:17]=[CH:16][CH:15]=3)[CH2:12][C:13]=2[C:4]2=[N:3][C:2]([CH3:1])=[C:23]([CH3:24])[N:5]2[CH:6]=1)=[O:22]. Given the reactants [CH3:1][C:2]1[N:3]=[C:4]2[C:13]3[CH2:12][CH:11]([C:14]4[CH:19]=[CH:18][CH:17]=[CH:16][CH:15]=4)[CH2:10][CH2:9][C:8]=3[C:7]([C:20]([OH:22])=O)=[CH:6][N:5]2[C:23]=1[CH3:24].CN(C(ON1N=NC2C=CC=CC1=2)=[N+](C)C)C.[B-](F)(F)(F)F.[NH2:47][CH2:48][CH2:49][OH:50].[Cl-].[NH4+], predict the reaction product. (4) Given the reactants [CH3:1][C:2]1[C:3]([N:9]2[CH2:14][CH2:13][N:12]([C:15]([C:17]3[CH:22]=[CH:21][C:20]([N:23]4[C@H:27]([CH2:28][OH:29])[CH2:26][O:25][C:24]4=[O:30])=[CH:19][CH:18]=3)=[O:16])[CH2:11][CH2:10]2)=[N:4][CH:5]=[C:6]([CH3:8])[CH:7]=1.[H-].[Na+].I[CH3:34].O, predict the reaction product. The product is: [CH3:1][C:2]1[C:3]([N:9]2[CH2:10][CH2:11][N:12]([C:15]([C:17]3[CH:22]=[CH:21][C:20]([N:23]4[C@H:27]([CH2:28][O:29][CH3:34])[CH2:26][O:25][C:24]4=[O:30])=[CH:19][CH:18]=3)=[O:16])[CH2:13][CH2:14]2)=[N:4][CH:5]=[C:6]([CH3:8])[CH:7]=1. (5) Given the reactants C([O:4][C:5]1[CH:10]=[CH:9][C:8]([C:11](Br)([CH3:16])[C:12]([O:14][CH3:15])=[O:13])=[CH:7][CH:6]=1)(=O)C.C1COCC1.[NH3:23], predict the reaction product. The product is: [NH2:23][C:11]([C:8]1[CH:9]=[CH:10][C:5]([OH:4])=[CH:6][CH:7]=1)([CH3:16])[C:12]([O:14][CH3:15])=[O:13]. (6) Given the reactants [NH2:1][C:2]1[C:11]([C:12]([O:14][CH3:15])=[O:13])=[C:10]2[C:5]([CH:6]3[CH2:16][CH:7]3[CH2:8][O:9]2)=[CH:4][CH:3]=1.[CH2:17]([N:19]1[CH2:23][CH2:22][C@H:21]([CH2:24][C:25]2[CH:30]=[C:29]([F:31])[CH:28]=[CH:27][C:26]=2[S:32](Cl)(=[O:34])=[O:33])[CH2:20]1)[CH3:18], predict the reaction product. The product is: [CH2:17]([N:19]1[CH2:23][CH2:22][C@H:21]([CH2:24][C:25]2[CH:30]=[C:29]([F:31])[CH:28]=[CH:27][C:26]=2[S:32]([NH:1][C:2]2[C:11]([C:12]([O:14][CH3:15])=[O:13])=[C:10]3[C:5]([C@@H:6]4[CH2:16][C@@H:7]4[CH2:8][O:9]3)=[CH:4][CH:3]=2)(=[O:33])=[O:34])[CH2:20]1)[CH3:18].